Dataset: Catalyst prediction with 721,799 reactions and 888 catalyst types from USPTO. Task: Predict which catalyst facilitates the given reaction. (1) Reactant: O=[C:2]1[CH2:6][CH2:5][CH:4]([CH:7]=[CH2:8])[CH:3]1[C:9]([O:11][CH2:12][CH3:13])=[O:10].C([O-])(=O)C.[NH4+:18]. Product: [NH2:18][C:2]1[CH2:6][CH2:5][CH:4]([CH:7]=[CH2:8])[C:3]=1[C:9]([O:11][CH2:12][CH3:13])=[O:10]. The catalyst class is: 5. (2) Reactant: [NH2:1][C:2]1[C:7]([N+:8]([O-:10])=[O:9])=[CH:6][C:5]([C:11]2[CH:12]=[N:13][C:14]([N:17]3[CH2:22][CH2:21][C:20]([CH2:28][CH3:29])([C:23]([O:25][CH2:26][CH3:27])=[O:24])[CH2:19][CH2:18]3)=[N:15][CH:16]=2)=[CH:4][C:3]=1Br.C([Sn](CCCC)(CCCC)[C:36]1[CH:41]=[CH:40][CH:39]=[CH:38][N:37]=1)CCC. Product: [NH2:1][C:2]1[C:3]([C:36]2[CH:41]=[CH:40][CH:39]=[CH:38][N:37]=2)=[CH:4][C:5]([C:11]2[CH:16]=[N:15][C:14]([N:17]3[CH2:18][CH2:19][C:20]([CH2:28][CH3:29])([C:23]([O:25][CH2:26][CH3:27])=[O:24])[CH2:21][CH2:22]3)=[N:13][CH:12]=2)=[CH:6][C:7]=1[N+:8]([O-:10])=[O:9]. The catalyst class is: 128. (3) Reactant: [CH2:1]([O:8][NH:9][C:10]([C:12]1[C:13](Cl)=[N:14][C:15]([Cl:19])=[C:16]([F:18])[CH:17]=1)=[O:11])[C:2]1[CH:7]=[CH:6][CH:5]=[CH:4][CH:3]=1.[H-].[Na+].[CH2:23]([N:27]=[C:28]=[O:29])[CH2:24][CH2:25][CH3:26]. Product: [CH2:1]([O:8][N:9]1[C:10](=[O:11])[C:12]2[CH:17]=[C:16]([F:18])[C:15]([Cl:19])=[N:14][C:13]=2[N:27]([CH2:23][CH2:24][CH2:25][CH3:26])[C:28]1=[O:29])[C:2]1[CH:7]=[CH:6][CH:5]=[CH:4][CH:3]=1. The catalyst class is: 44. (4) Reactant: C([O:3][C:4]([C:6]1[C:7]([N:23]2[CH2:27][CH2:26][CH2:25][C:24]2=[O:28])=[N:8][C:9]2[C:14]([C:15]=1[C:16]1[CH:21]=[CH:20][CH:19]=[CH:18][CH:17]=1)=[CH:13][C:12]([Cl:22])=[CH:11][CH:10]=2)=[O:5])C.[Li+].[I-]. Product: [Cl:22][C:12]1[CH:13]=[C:14]2[C:9](=[CH:10][CH:11]=1)[N:8]=[C:7]([N:23]1[CH2:27][CH2:26][CH2:25][C:24]1=[O:28])[C:6]([C:4]([OH:5])=[O:3])=[C:15]2[C:16]1[CH:21]=[CH:20][CH:19]=[CH:18][CH:17]=1. The catalyst class is: 17. (5) Reactant: C[O-].[Na+].[N:4]([CH2:7][C:8]([O:10][CH2:11]C)=[O:9])=[N+]=[N-].[F:13][C:14]1[CH:21]=[CH:20][C:17]([CH:18]=O)=[C:16]([O:22][CH3:23])[CH:15]=1. Product: [CH3:11][O:10][C:8]([C:7]1[NH:4][C:20]2[C:17]([CH:18]=1)=[C:16]([O:22][CH3:23])[CH:15]=[C:14]([F:13])[CH:21]=2)=[O:9]. The catalyst class is: 5.